Dataset: Forward reaction prediction with 1.9M reactions from USPTO patents (1976-2016). Task: Predict the product of the given reaction. The product is: [Cl:1][C:2]1[CH:7]=[CH:6][C:5]([N:8]2[CH2:13][CH:12]([CH2:14][O:15][CH3:16])[O:11][C:10]3[CH:17]=[C:18]([S:21]([NH:24][C:25]4[S:26][CH:27]=[CH:28][N:29]=4)(=[O:22])=[O:23])[CH:19]=[CH:20][C:9]2=3)=[C:4]([C:39]#[N:40])[CH:3]=1. Given the reactants [Cl:1][C:2]1[CH:7]=[CH:6][C:5]([N:8]2[CH2:13][CH:12]([CH2:14][O:15][CH3:16])[O:11][C:10]3[CH:17]=[C:18]([S:21]([N:24](CC4C=CC(OC)=CC=4)[C:25]4[S:26][CH:27]=[CH:28][N:29]=4)(=[O:23])=[O:22])[CH:19]=[CH:20][C:9]2=3)=[C:4]([C:39]#[N:40])[CH:3]=1.FC(F)(F)C(O)=O, predict the reaction product.